This data is from Forward reaction prediction with 1.9M reactions from USPTO patents (1976-2016). The task is: Predict the product of the given reaction. Given the reactants Cl.[NH2:2][OH:3].C([O-])(O)=O.[Na+].[C:9]1([CH2:19][NH:20][S:21]([C:24]2[CH:25]=[C:26]([CH:30]=[CH:31][C:32](Cl)=[O:33])[CH:27]=[CH:28][CH:29]=2)(=[O:23])=[O:22])[C:18]2[C:13](=[CH:14][CH:15]=[CH:16][CH:17]=2)[CH:12]=[CH:11][CH:10]=1, predict the reaction product. The product is: [OH:3][NH:2][C:32](=[O:33])[CH:31]=[CH:30][C:26]1[CH:27]=[CH:28][CH:29]=[C:24]([S:21](=[O:23])(=[O:22])[NH:20][CH2:19][C:9]2[C:18]3[C:13](=[CH:14][CH:15]=[CH:16][CH:17]=3)[CH:12]=[CH:11][CH:10]=2)[CH:25]=1.